This data is from Forward reaction prediction with 1.9M reactions from USPTO patents (1976-2016). The task is: Predict the product of the given reaction. (1) Given the reactants [Cl:1][C:2]1[CH:7]=[C:6]([CH3:8])[CH:5]=[CH:4][N:3]=1.[Cl:9]N1C(=O)CCC1=O.CC(N=NC(C#N)(C)C)(C#N)C, predict the reaction product. The product is: [Cl:1][C:2]1[CH:7]=[C:6]([CH2:8][Cl:9])[CH:5]=[CH:4][N:3]=1. (2) Given the reactants [Cl:1][C:2]1[CH:7]=[CH:6][C:5]([S:8]([N:11]([C:15]2[C:16]([CH:22]3[C:30]4[C:25](=[CH:26][CH:27]=[CH:28][CH:29]=4)[C:24](=[O:31])[O:23]3)=[N:17][CH:18]=[C:19]([Cl:21])[CH:20]=2)COC)(=[O:10])=[O:9])=[CH:4][C:3]=1[C:32]([F:35])([F:34])[F:33], predict the reaction product. The product is: [Cl:1][C:2]1[CH:7]=[CH:6][C:5]([S:8]([NH:11][C:15]2[C:16]([CH:22]3[C:30]4[C:25](=[CH:26][CH:27]=[CH:28][CH:29]=4)[C:24](=[O:31])[O:23]3)=[N:17][CH:18]=[C:19]([Cl:21])[CH:20]=2)(=[O:9])=[O:10])=[CH:4][C:3]=1[C:32]([F:35])([F:33])[F:34]. (3) Given the reactants C[O:2][C:3]1[C:12]([CH3:13])=[CH:11][CH:10]=[C:9]2[C:4]=1[CH2:5][C@@H:6]([CH:18]1[CH2:23][CH2:22][NH:21][CH2:20][CH2:19]1)[O:7][C@H:8]2[CH2:14][NH:15][CH:16]=[O:17].Br[C:25]1[CH:30]=[CH:29][CH:28]=[CH:27][C:26]=1[CH2:31][C:32]([O:34][CH2:35][CH3:36])=[O:33].C(N(C(C)C)CC)(C)C, predict the reaction product. The product is: [CH2:35]([O:34][C:32](=[O:33])[CH:31]([N:21]1[CH2:20][CH2:19][CH:18]([C@@H:6]2[CH2:5][C:4]3[C:9](=[CH:10][CH:11]=[C:12]([CH3:13])[C:3]=3[OH:2])[C@H:8]([CH2:14][NH:15][CH:16]=[O:17])[O:7]2)[CH2:23][CH2:22]1)[C:26]1[CH:27]=[CH:28][CH:29]=[CH:30][CH:25]=1)[CH3:36]. (4) The product is: [CH3:1][N:2]([CH2:9][CH2:10][O:11][C:12]1[CH:25]=[CH:24][C:15]([CH2:16][CH:17]2[S:21][C:20](=[O:22])[NH:19][C:18]2=[O:23])=[CH:14][CH:13]=1)[C:3]1[CH:8]=[CH:7][CH:6]=[CH:5][N:4]=1. Given the reactants [CH3:1][N:2]([CH2:9][CH2:10][O:11][C:12]1[CH:25]=[CH:24][C:15]([CH:16]=[C:17]2[S:21][C:20](=[O:22])[NH:19][C:18]2=[O:23])=[CH:14][CH:13]=1)[C:3]1[CH:8]=[CH:7][CH:6]=[CH:5][N:4]=1.O1CCCC1.CC(=NO)C(C)=NO.[BH4-].[Na+], predict the reaction product. (5) Given the reactants C(OC(=O)[NH:7][C@H:8]([CH:11]([OH:28])[C:12]1[O:13][C:14]([C:17]2[CH:22]=[CH:21][C:20]([O:23][C:24]([F:27])([F:26])[F:25])=[CH:19][CH:18]=2)=[N:15][N:16]=1)[CH2:9][CH3:10])(C)(C)C.FC(F)(F)C(O)=O, predict the reaction product. The product is: [NH2:7][CH:8]([CH2:9][CH3:10])[C@@H:11]([C:12]1[O:13][C:14]([C:17]2[CH:18]=[CH:19][C:20]([O:23][C:24]([F:25])([F:27])[F:26])=[CH:21][CH:22]=2)=[N:15][N:16]=1)[OH:28].